Dataset: Peptide-MHC class II binding affinity with 134,281 pairs from IEDB. Task: Regression. Given a peptide amino acid sequence and an MHC pseudo amino acid sequence, predict their binding affinity value. This is MHC class II binding data. (1) The peptide sequence is FNILTGKKITAHLKR. The MHC is DRB5_0101 with pseudo-sequence DRB5_0101. The binding affinity (normalized) is 1.00. (2) The peptide sequence is RPLWIIFSGNMNIKL. The MHC is DRB1_0802 with pseudo-sequence DRB1_0802. The binding affinity (normalized) is 0.424.